From a dataset of Forward reaction prediction with 1.9M reactions from USPTO patents (1976-2016). Predict the product of the given reaction. (1) Given the reactants Br[C:2]1[C:3]([CH3:12])=[C:4]([CH:9]=[CH:10][CH:11]=1)[C:5]([O:7]C)=[O:6].[CH:13]1([CH:18]2[CH2:26][C:25]3[C:20](=[C:21]([CH3:29])[C:22]([CH3:28])=[C:23]([OH:27])[CH:24]=3)[C:19]2=[O:30])[CH2:17][CH2:16][CH2:15][CH2:14]1, predict the reaction product. The product is: [CH:13]1([CH:18]2[CH2:26][C:25]3[C:20](=[C:21]([CH3:29])[C:22]([CH3:28])=[C:23]([O:27][CH2:12][C:3]4[CH:2]=[C:11]([C:2]5[CH:11]=[CH:10][CH:9]=[C:4]([C:5]([OH:7])=[O:6])[C:3]=5[CH3:12])[CH:10]=[CH:9][CH:4]=4)[CH:24]=3)[C:19]2=[O:30])[CH2:14][CH2:15][CH2:16][CH2:17]1. (2) Given the reactants [F:1][C:2]1[CH:7]=[CH:6][C:5]([S:8](Cl)(=[O:10])=[O:9])=[CH:4][CH:3]=1.[NH:12]1[C:20]2[C:15](=[CH:16][CH:17]=[CH:18][CH:19]=2)[CH:14]=[CH:13]1, predict the reaction product. The product is: [F:1][C:2]1[CH:7]=[CH:6][C:5]([S:8]([N:12]2[C:20]3[C:15](=[CH:16][CH:17]=[CH:18][CH:19]=3)[CH:14]=[CH:13]2)(=[O:10])=[O:9])=[CH:4][CH:3]=1. (3) Given the reactants [CH2:1]([C:3]1[C:11]2[C:6](=[CH:7][N:8]=[C:9]([C:12]([OH:14])=O)[CH:10]=2)[O:5][CH:4]=1)[CH3:2].CC1[C:24]2[C:19](=[CH:20][N:21]=[C:22]([C:25](O)=O)[CH:23]=2)OC=1.[Cl:28]CC=CC.[Cl:33]C1C(O)=C(I)C=C(CO)[N:35]=1, predict the reaction product. The product is: [ClH:28].[ClH:33].[C@H:19]12[NH:21][C@H:22]([CH2:25][CH2:20]1)[CH2:23][C@H:24]2[NH:35][C:12]([C:9]1[CH:10]=[C:11]2[C:3]([CH2:1][CH3:2])=[CH:4][O:5][C:6]2=[CH:7][N:8]=1)=[O:14].